From a dataset of Catalyst prediction with 721,799 reactions and 888 catalyst types from USPTO. Predict which catalyst facilitates the given reaction. (1) Reactant: [CH3:1][CH:2]([CH3:38])[CH:3]([NH:8][C:9]([C:11]1[O:15][N:14]=[C:13]([C:16]2[CH:21]=[CH:20][C:19]([NH:22][C:23](=[O:37])[C:24](=[O:36])[NH:25][C:26]3[CH:31]=[CH:30][CH:29]=[C:28]([C:32]([F:35])([F:34])[F:33])[CH:27]=3)=[CH:18][CH:17]=2)[CH:12]=1)=[O:10])[C:4]([O:6]C)=[O:5].O.[OH-].[Li+].Cl. Product: [CH3:1][CH:2]([CH3:38])[CH:3]([NH:8][C:9]([C:11]1[O:15][N:14]=[C:13]([C:16]2[CH:21]=[CH:20][C:19]([NH:22][C:23](=[O:37])[C:24](=[O:36])[NH:25][C:26]3[CH:31]=[CH:30][CH:29]=[C:28]([C:32]([F:34])([F:35])[F:33])[CH:27]=3)=[CH:18][CH:17]=2)[CH:12]=1)=[O:10])[C:4]([OH:6])=[O:5]. The catalyst class is: 1. (2) Reactant: [CH3:1][O:2][C:3]1[CH:4]=[C:5]2[C:10](=[CH:11][C:12]=1[O:13][CH3:14])[N:9]=[CH:8][CH:7]=[C:6]2[O:15][C:16]1[CH:22]=[CH:21][C:19]([NH2:20])=[CH:18][C:17]=1[F:23].C(N(CC)CC)C.Cl[C:32](Cl)([O:34]C(=O)OC(Cl)(Cl)Cl)Cl.[NH2:43][C:44]1[O:48][N:47]=[C:46]([CH3:49])[CH:45]=1. Product: [CH3:1][O:2][C:3]1[CH:4]=[C:5]2[C:10](=[CH:11][C:12]=1[O:13][CH3:14])[N:9]=[CH:8][CH:7]=[C:6]2[O:15][C:16]1[CH:22]=[CH:21][C:19]([NH:20][C:32]([NH:43][C:44]2[O:48][N:47]=[C:46]([CH3:49])[CH:45]=2)=[O:34])=[CH:18][C:17]=1[F:23]. The catalyst class is: 146.